This data is from Forward reaction prediction with 1.9M reactions from USPTO patents (1976-2016). The task is: Predict the product of the given reaction. (1) Given the reactants C(OC([N:8]1[CH2:13][CH2:12][N:11]([S:14]([C:17]2[CH:26]=[CH:25][C:24]3[C:19](=[CH:20][CH:21]=[C:22]([Cl:27])[CH:23]=3)[CH:18]=2)(=[O:16])=[O:15])[CH2:10][CH:9]1[CH2:28][CH2:29][C:30]#[N:31])=O)(C)(C)C.[Cl-].[NH4+].[N-:34]=[N+:35]=[N-:36].[Na+].FC(F)(F)C(O)=O, predict the reaction product. The product is: [Cl:27][C:22]1[CH:23]=[C:24]2[C:19](=[CH:20][CH:21]=1)[CH:18]=[C:17]([S:14]([N:11]1[CH2:12][CH2:13][NH:8][CH:9]([CH2:28][CH2:29][C:30]3[NH:36][N:35]=[N:34][N:31]=3)[CH2:10]1)(=[O:15])=[O:16])[CH:26]=[CH:25]2. (2) The product is: [CH3:1][O:2][C:3]1[C:4](=[O:32])[C:5]([CH3:31])=[C:6]([CH2:12][C:13]2[CH:14]=[CH:15][C:16]([OH:27])=[C:17]([CH:26]=2)[C:18]([N:20]2[CH2:21][CH2:22][CH2:23][CH2:24][CH2:25]2)=[O:19])[C:7](=[O:11])[C:8]=1[O:9][CH3:10]. Given the reactants [CH3:1][O:2][C:3]1[C:4](=[O:32])[C:5]([CH3:31])=[C:6]([CH2:12][C:13]2[CH:14]=[CH:15][C:16]([O:27]C(=O)C)=[C:17]([CH:26]=2)[C:18]([N:20]2[CH2:25][CH2:24][CH2:23][CH2:22][CH2:21]2)=[O:19])[C:7](=[O:11])[C:8]=1[O:9][CH3:10].C(=O)([O-])O.[Na+], predict the reaction product.